From a dataset of CYP3A4 inhibition data for predicting drug metabolism from PubChem BioAssay. Regression/Classification. Given a drug SMILES string, predict its absorption, distribution, metabolism, or excretion properties. Task type varies by dataset: regression for continuous measurements (e.g., permeability, clearance, half-life) or binary classification for categorical outcomes (e.g., BBB penetration, CYP inhibition). Dataset: cyp3a4_veith. The molecule is Cc1cc2c(nc1C)CCCN2C[C@H](C)O/N=C\[C@@H](C)[C@H](OCc1ccccc1)C(C)C. The result is 0 (non-inhibitor).